This data is from Human liver microsome stability data. The task is: Regression/Classification. Given a drug SMILES string, predict its absorption, distribution, metabolism, or excretion properties. Task type varies by dataset: regression for continuous measurements (e.g., permeability, clearance, half-life) or binary classification for categorical outcomes (e.g., BBB penetration, CYP inhibition). Dataset: hlm. (1) The molecule is Cc1cc(NCCCN2CCOCC2)c2ccc3c(ccc4c(NCCCN5CCOCC5)cc(C)nc43)c2n1. The result is 0 (unstable in human liver microsomes). (2) The compound is CCC(C)(C)Cn1nc(-c2cccs2)c(O)c(C2=NS(=O)(=O)c3cc(NS(C)(=O)=O)ccc3N2)c1=O. The result is 0 (unstable in human liver microsomes). (3) The compound is Cc1cccc(NC(=O)c2nn(C)c(-c3ccc(C(F)(F)F)cc3)c2C)n1. The result is 0 (unstable in human liver microsomes). (4) The drug is C=C(C)[C@@H]1CC[C@]2(C(=O)NCCCN3CCS(=O)(=O)CC3)CC[C@]3(C)[C@H](CC[C@@H]4[C@@]5(C)CC=C(c6ccc(C(=O)O)cc6)C(C)(C)[C@@H]5CC[C@]43C)[C@@H]12. The result is 0 (unstable in human liver microsomes).